Dataset: Reaction yield outcomes from USPTO patents with 853,638 reactions. Task: Predict the reaction yield, written as a fraction of the theoretical maximum amount of product (1.0 means a 100% yield; for example, 0.34 means a 34% yield). (1) The reactants are [Br:1][C:2]1[CH:7]=[CH:6][C:5]([C:8](=[O:10])[CH3:9])=[C:4]([OH:11])[CH:3]=1.[H-].[Na+].Br[CH2:15][C:16]([O:18][CH3:19])=[O:17]. The catalyst is CN(C=O)C.C(OCC)(=O)C. The product is [C:8]([C:5]1[CH:6]=[CH:7][C:2]([Br:1])=[CH:3][C:4]=1[O:11][CH2:15][C:16]([O:18][CH3:19])=[O:17])(=[O:10])[CH3:9]. The yield is 0.820. (2) The reactants are [CH3:1][C:2]1[CH:7]=[CH:6][CH:5]=[CH:4][C:3]=1[C:8](=[O:10])[CH3:9].[CH2:11]([OH:14])[CH2:12]O.O.C1(C)C(S(O)(=O)=O)=CC=CC=1.[Br:27]N1C(=O)CCC1=O.N(C1(C#N)CCCCC1)=NC1(C#N)CCCCC1. The catalyst is C1C=CC=CC=1.CCOCC. The product is [Br:27][CH2:1][C:2]1[CH:7]=[CH:6][CH:5]=[CH:4][C:3]=1[C:8]1([CH3:9])[O:14][CH2:11][CH2:12][O:10]1. The yield is 0.800. (3) The reactants are C(N(CC)CC)C.[CH3:8][C@@H:9]1[NH:13][CH2:12][C@@H:11]([CH2:14][N:15]2[C:23]3[C:18](=[CH:19][C:20]([C:24]4[CH:25]=[N:26][N:27]([CH:29]5[CH2:34][CH2:33][CH2:32][CH2:31][O:30]5)[CH:28]=4)=[CH:21][CH:22]=3)[CH:17]=[N:16]2)[CH2:10]1.[C:35]1([S:41](Cl)(=[O:43])=[O:42])[CH:40]=[CH:39][CH:38]=[CH:37][CH:36]=1.C(=O)(O)[O-].[Na+]. The catalyst is ClCCl.C(OCC)(=O)C. The product is [CH3:8][C@@H:9]1[N:13]([S:41]([C:35]2[CH:40]=[CH:39][CH:38]=[CH:37][CH:36]=2)(=[O:43])=[O:42])[CH2:12][C@@H:11]([CH2:14][N:15]2[C:23]3[C:18](=[CH:19][C:20]([C:24]4[CH:25]=[N:26][N:27]([CH:29]5[CH2:34][CH2:33][CH2:32][CH2:31][O:30]5)[CH:28]=4)=[CH:21][CH:22]=3)[CH:17]=[N:16]2)[CH2:10]1. The yield is 0.470. (4) The reactants are [Br:1][C:2]1[CH:7]=[CH:6][C:5]([CH:8]([C:14]([O:16][CH2:17][CH3:18])=[O:15])[C:9]([O:11][CH2:12][CH3:13])=[O:10])=[CH:4][CH:3]=1.[H-].[Na+].I[CH3:22]. The catalyst is C1COCC1. The product is [Br:1][C:2]1[CH:7]=[CH:6][C:5]([C:8]([CH3:22])([C:9]([O:11][CH2:12][CH3:13])=[O:10])[C:14]([O:16][CH2:17][CH3:18])=[O:15])=[CH:4][CH:3]=1. The yield is 0.550. (5) The reactants are [CH3:1][S:2][C:3]1[C:4]([CH:9]=[O:10])=[N:5][CH:6]=[CH:7][CH:8]=1.[OH:11]OS([O-])=O.[K+]. The catalyst is CO.O.C(Cl)Cl. The product is [CH3:1][S:2]([C:3]1[C:4]([CH:9]=[O:10])=[N:5][CH:6]=[CH:7][CH:8]=1)=[O:11]. The yield is 0.230. (6) The reactants are [Si:1]([O:8][CH2:9][CH2:10][CH2:11]/[CH:12]=[CH:13]/[C:14]([OH:16])=O)([C:4]([CH3:7])([CH3:6])[CH3:5])([CH3:3])[CH3:2].CN(C(ON1N=NC2C=CC=NC1=2)=[N+](C)C)C.F[P-](F)(F)(F)(F)F.CCN(C(C)C)C(C)C.[NH2:50][C:51]1[CH:56]=[CH:55][CH:54]=[CH:53][C:52]=1[NH:57][C:58](=[O:64])[O:59][C:60]([CH3:63])([CH3:62])[CH3:61]. The catalyst is C(Cl)Cl.O.C(OCC)(=O)C. The product is [C:60]([O:59][C:58](=[O:64])[NH:57][C:52]1[CH:53]=[CH:54][CH:55]=[CH:56][C:51]=1[NH:50][C:14](=[O:16])[CH2:13]/[CH:12]=[CH:11]/[CH2:10][CH2:9][O:8][Si:1]([C:4]([CH3:5])([CH3:6])[CH3:7])([CH3:2])[CH3:3])([CH3:63])([CH3:61])[CH3:62]. The yield is 0.440. (7) The reactants are Cl[C:2]1[C:7]([CH:8]=O)=[C:6]([Cl:10])[N:5]=[C:4]([S:11][CH3:12])[N:3]=1.CCN(CC)CC.[F:20][C:21]([F:30])([F:29])[C:22]1[CH:28]=[CH:27][C:25]([NH2:26])=[CH:24][CH:23]=1.F[C:32](F)(F)[CH2:33][O:34]P(CC(OC)=O)(=O)OCC(F)(F)F. The catalyst is C1COCC1.ClCCl. The product is [Cl:10][C:6]1[C:7]2[CH:8]=[CH:32][C:33](=[O:34])[N:26]([C:25]3[CH:27]=[CH:28][C:22]([C:21]([F:29])([F:30])[F:20])=[CH:23][CH:24]=3)[C:2]=2[N:3]=[C:4]([S:11][CH3:12])[N:5]=1. The yield is 0.700.